From a dataset of Forward reaction prediction with 1.9M reactions from USPTO patents (1976-2016). Predict the product of the given reaction. (1) Given the reactants [NH2:1][C:2]1[CH:11]=[CH:10][C:9]2[C:4](=[CH:5][CH:6]=[CH:7][CH:8]=2)[C:3]=1[C:12]([OH:14])=[O:13].[CH3:15][Si](C=[N+]=[N-])(C)C, predict the reaction product. The product is: [CH3:15][C:11]1[C:2]([NH2:1])=[C:3]([C:12]([OH:14])=[O:13])[C:4]2[C:9]([CH:10]=1)=[CH:8][CH:7]=[CH:6][CH:5]=2. (2) Given the reactants [CH2:1]([C:13]1[CH:18]=[CH:17][C:16]([C:19]2[O:23][N:22]=[C:21]([C:24]3([C:27]([OH:29])=O)[CH2:26][CH2:25]3)[N:20]=2)=[CH:15][CH:14]=1)[CH2:2][CH2:3][CH2:4][CH2:5][CH2:6][CH2:7][CH2:8][CH2:9][CH2:10][CH2:11][CH3:12].ClC(OCC(C)C)=O.[NH3:38].CO, predict the reaction product. The product is: [CH2:1]([C:13]1[CH:18]=[CH:17][C:16]([C:19]2[O:23][N:22]=[C:21]([C:24]3([C:27]([NH2:38])=[O:29])[CH2:26][CH2:25]3)[N:20]=2)=[CH:15][CH:14]=1)[CH2:2][CH2:3][CH2:4][CH2:5][CH2:6][CH2:7][CH2:8][CH2:9][CH2:10][CH2:11][CH3:12]. (3) Given the reactants Cl[CH2:2]/[CH:3]=[CH:4]/[C:5]([NH:7][C:8]1[CH:9]=[C:10]([CH:38]=[CH:39][CH:40]=1)[O:11][C:12]1[N:13]=[C:14]([NH:24][C:25]2[CH:30]=[CH:29][C:28]([N:31]3[CH2:36][CH2:35][N:34]([CH3:37])[CH2:33][CH2:32]3)=[CH:27][CH:26]=2)[C:15]([C:21]([NH2:23])=[O:22])=[N:16][C:17]=1[CH:18]([CH3:20])[CH3:19])=[O:6].CN(C)C=O.C(N(C(C)C)CC)(C)C.[NH:55]1[CH2:60][CH2:59][O:58][CH2:57][CH2:56]1, predict the reaction product. The product is: [CH:18]([C:17]1[N:16]=[C:15]([C:21]([NH2:23])=[O:22])[C:14]([NH:24][C:25]2[CH:30]=[CH:29][C:28]([N:31]3[CH2:36][CH2:35][N:34]([CH3:37])[CH2:33][CH2:32]3)=[CH:27][CH:26]=2)=[N:13][C:12]=1[O:11][C:10]1[CH:38]=[CH:39][CH:40]=[C:8]([NH:7][C:5](=[O:6])/[CH:4]=[CH:3]/[CH2:2][N:55]2[CH2:60][CH2:59][O:58][CH2:57][CH2:56]2)[CH:9]=1)([CH3:20])[CH3:19]. (4) Given the reactants [O:1]([C:8]1[CH:28]=[CH:27][C:11]([O:12][C:13]2[C:14]3[N:21]([CH2:22][CH:23]4[CH2:26][CH2:25][NH:24]4)[CH:20]=[CH:19][C:15]=3[N:16]=[CH:17][N:18]=2)=[CH:10][CH:9]=1)[C:2]1[CH:7]=[CH:6][CH:5]=[CH:4][CH:3]=1.C(=O)(O)[O-].[Na+].[C:34](Br)#[N:35], predict the reaction product. The product is: [O:1]([C:8]1[CH:28]=[CH:27][C:11]([O:12][C:13]2[C:14]3[N:21]([CH2:22][CH:23]4[CH2:26][CH2:25][N:24]4[C:34]#[N:35])[CH:20]=[CH:19][C:15]=3[N:16]=[CH:17][N:18]=2)=[CH:10][CH:9]=1)[C:2]1[CH:7]=[CH:6][CH:5]=[CH:4][CH:3]=1. (5) Given the reactants [C:1]([C:3]1[CH:4]=[C:5]([C:11]2[O:15][N:14]=[C:13]([C:16]3[CH:24]=[CH:23][C:22]4[N:21]5[CH2:25][CH2:26][CH:27]([CH2:28][C:29]([O:31]C(C)(C)C)=[O:30])[C:20]5=[CH:19][C:18]=4[CH:17]=3)[N:12]=2)[CH:6]=[CH:7][C:8]=1[O:9][CH3:10])#[N:2].C([SiH](C(C)C)C(C)C)(C)C.C(O)(C(F)(F)F)=O, predict the reaction product. The product is: [C:1]([C:3]1[CH:4]=[C:5]([C:11]2[O:15][N:14]=[C:13]([C:16]3[CH:24]=[CH:23][C:22]4[N:21]5[CH2:25][CH2:26][CH:27]([CH2:28][C:29]([OH:31])=[O:30])[C:20]5=[CH:19][C:18]=4[CH:17]=3)[N:12]=2)[CH:6]=[CH:7][C:8]=1[O:9][CH3:10])#[N:2].